Dataset: Forward reaction prediction with 1.9M reactions from USPTO patents (1976-2016). Task: Predict the product of the given reaction. (1) Given the reactants [C:1]1(=[O:11])[O:6][C:4](=O)[C:3]2=[CH:7][CH:8]=[CH:9][CH:10]=[C:2]12.[NH2:12][C@H:13]([C:18]1[CH:23]=[CH:22][C:21]([F:24])=[CH:20][CH:19]=1)[CH2:14][C:15]([OH:17])=[O:16].O, predict the reaction product. The product is: [O:11]=[C:1]1[C:2]2[C:3](=[CH:7][CH:8]=[CH:9][CH:10]=2)[C:4](=[O:6])[N:12]1[C@H:13]([C:18]1[CH:19]=[CH:20][C:21]([F:24])=[CH:22][CH:23]=1)[CH2:14][C:15]([OH:17])=[O:16]. (2) Given the reactants [F:1][CH:2]([F:35])[C:3]([N:5]1[C@H:9]([CH2:10][F:11])[C@@H:8]([C:12]2[CH:17]=[CH:16][C:15]([C:18]3[CH:19]=[CH:20][C:21]([CH2:24][NH:25]C(=O)OC(C)(C)C)=[N:22][CH:23]=3)=[CH:14][CH:13]=2)[O:7][C:6]1([CH3:34])[CH3:33])=[O:4].N1C(C)=CC=CC=1C.[Si](OS(C(F)(F)F)(=O)=O)(C(C)(C)C)(C)C.[NH4+].[Cl-].[F-].C([N+](CCCC)(CCCC)CCCC)CCC, predict the reaction product. The product is: [NH2:25][CH2:24][C:21]1[N:22]=[CH:23][C:18]([C:15]2[CH:14]=[CH:13][C:12]([C@H:8]3[O:7][C:6]([CH3:33])([CH3:34])[N:5]([C:3](=[O:4])[CH:2]([F:35])[F:1])[C@@H:9]3[CH2:10][F:11])=[CH:17][CH:16]=2)=[CH:19][CH:20]=1. (3) The product is: [Cl:10][C:7]1[N:6]=[C:5]([C:11]2[NH:12][C:13]3[C:18]([CH:19]=2)=[C:17]([F:20])[CH:16]=[CH:15][CH:14]=3)[C:38]([CH2:37][CH:36]([OH:25])[CH2:40][OH:39])=[CH:9][CH:8]=1. Given the reactants C(C1[C:5]([C:11]2[NH:12][C:13]3[C:18]([CH:19]=2)=[C:17]([F:20])[CH:16]=[CH:15][CH:14]=3)=[N:6][C:7]([Cl:10])=[CH:8][CH:9]=1)C=C.C[N+]1([O-])CC[O:25]CC1.[O-]S([O-])(=S)=O.[Na+].[Na+].[CH2:36]1[CH2:40][O:39][CH2:38][CH2:37]1, predict the reaction product. (4) The product is: [Cl:1][CH2:2][CH2:3][C:4]1[CH:9]=[CH:8][C:7]([N:10]2[C:11]3=[N:12][C:13]([CH3:19])=[CH:14][C:15]([CH3:18])=[C:16]3[N:17]=[C:27]2[CH2:26][CH2:25][C:21]2[S:20][CH:24]=[CH:23][N:22]=2)=[CH:6][CH:5]=1. Given the reactants [Cl:1][CH2:2][CH2:3][C:4]1[CH:9]=[CH:8][C:7]([NH:10][C:11]2[C:16]([NH2:17])=[C:15]([CH3:18])[CH:14]=[C:13]([CH3:19])[N:12]=2)=[CH:6][CH:5]=1.[S:20]1[CH:24]=[CH:23][N:22]=[C:21]1[CH2:25][CH2:26][C:27](O)=O.Cl.C(N=C=NCCCN(C)C)C, predict the reaction product. (5) The product is: [OH:2][C:3]1[CH:4]=[C:5]2[C:10](=[CH:11][CH:12]=1)[C:9](=[O:13])[N:8]([CH2:14][C:15]([O:17][CH2:18][CH3:19])=[O:16])[CH2:7][CH2:6]2. Given the reactants C[O:2][C:3]1[CH:4]=[C:5]2[C:10](=[CH:11][CH:12]=1)[C:9](=[O:13])[N:8]([CH2:14][C:15]([O:17][CH2:18][CH3:19])=[O:16])[CH2:7][CH2:6]2.B(Br)(Br)Br, predict the reaction product. (6) The product is: [C:7]([O:25][CH2:24][C:23]([CH3:26])([CH3:27])[CH2:22][N:21]1[C:15]2[CH:14]=[CH:13][C:12]([Cl:11])=[CH:51][C:16]=2[C@@H:17]([C:41]2[CH:46]=[CH:45][CH:44]=[C:43]([O:47][CH3:48])[C:42]=2[O:49][CH3:50])[O:18][C@H:19]([CH2:29][C:30]([NH:32][C@@H:33]([C:38]([OH:40])=[O:39])[CH2:34][CH:35]([CH3:37])[CH3:36])=[O:31])[C:20]1=[O:28])(=[O:9])[CH3:8]. Given the reactants N1C=CC=CC=1.[C:7](Cl)(=[O:9])[CH3:8].[Cl:11][C:12]1[CH:13]=[CH:14][C:15]2[N:21]([CH2:22][C:23]([CH3:27])([CH3:26])[CH2:24][OH:25])[C:20](=[O:28])[C@@H:19]([CH2:29][C:30]([NH:32][C@@H:33]([C:38]([OH:40])=[O:39])[CH2:34][CH:35]([CH3:37])[CH3:36])=[O:31])[O:18][C@H:17]([C:41]3[CH:46]=[CH:45][CH:44]=[C:43]([O:47][CH3:48])[C:42]=3[O:49][CH3:50])[C:16]=2[CH:51]=1.O, predict the reaction product. (7) Given the reactants C(N1C2C(=CC(Cl)=C(F)C=2)C(C)=N1)(C)(C)C.CC(N=NC(C#N)(C)C)(C#N)C.C1C(=O)N(Br)C(=O)C1.[C:37]([N:41]1[C:49]2[C:44](=[CH:45][C:46]([Cl:51])=[C:47]([F:50])[CH:48]=2)[C:43]([CH:52](Br)[Br:53])=[N:42]1)([CH3:40])([CH3:39])[CH3:38], predict the reaction product. The product is: [Br:53][CH2:52][C:43]1[C:44]2[C:49](=[CH:48][C:47]([F:50])=[C:46]([Cl:51])[CH:45]=2)[N:41]([C:37]([CH3:40])([CH3:39])[CH3:38])[N:42]=1. (8) Given the reactants [CH2:1]([O:8][C:9]1[CH:16]=[CH:15][C:12]([CH:13]=O)=[C:11]([OH:17])[CH:10]=1)[C:2]1[CH:7]=[CH:6][CH:5]=[CH:4][CH:3]=1.C([O-])([O-])=O.[K+].[K+].[CH2:24]([O:26][C:27](=[O:30])[CH2:28]Br)[CH3:25].O, predict the reaction product. The product is: [CH2:24]([O:26][C:27]([C:28]1[O:17][C:11]2[CH:10]=[C:9]([O:8][CH2:1][C:2]3[CH:7]=[CH:6][CH:5]=[CH:4][CH:3]=3)[CH:16]=[CH:15][C:12]=2[CH:13]=1)=[O:30])[CH3:25]. (9) The product is: [CH3:1][O:2][C:3]1[CH:4]=[CH:5][C:6]2[N:7]([C:9]([CH:18]([CH:20]3[CH2:21][CH2:22][N:23]([CH2:27][C:28](=[O:30])[CH3:29])[CH2:24][CH2:25]3)[CH3:19])=[C:10]([CH3:17])[C:11]=2[C:12]([O:14][CH2:15][CH3:16])=[O:13])[N:8]=1. Given the reactants [CH3:1][O:2][C:3]1[CH:4]=[CH:5][C:6]2[N:7]([C:9]([CH:18]([CH:20]3[CH2:25][CH2:24][NH:23][CH2:22][CH2:21]3)[CH3:19])=[C:10]([CH3:17])[C:11]=2[C:12]([O:14][CH2:15][CH3:16])=[O:13])[N:8]=1.Cl[CH2:27][C:28](=[O:30])[CH3:29].C(=O)([O-])[O-].[K+].[K+], predict the reaction product. (10) Given the reactants Cl[C:2]1[CH:11]=[CH:10][C:9]2[C:4](=[CH:5][CH:6]=[C:7]([OH:12])[CH:8]=2)[N:3]=1.B([C:16]1[S:20][C:19]([C:21]([OH:23])=[O:22])=[CH:18][CH:17]=1)(O)O, predict the reaction product. The product is: [OH:12][C:7]1[CH:8]=[C:9]2[C:4](=[CH:5][CH:6]=1)[N:3]=[C:2]([C:16]1[S:20][C:19]([C:21]([OH:23])=[O:22])=[CH:18][CH:17]=1)[CH:11]=[CH:10]2.